Predict the product of the given reaction. From a dataset of Forward reaction prediction with 1.9M reactions from USPTO patents (1976-2016). Given the reactants [N+:1]([C:4]1[CH:13]=[CH:12][CH:11]=[C:10]2[C:5]=1[CH:6]=[CH:7][C:8](Cl)=[N:9]2)([O-])=O.[CH:15]1([C:18]2[CH:19]=[C:20]([CH:22]=[CH:23][CH:24]=2)[NH2:21])[CH2:17][CH2:16]1.[NH:25]1[C:29]2[CH:30]=[CH:31][C:32]([CH:34]=O)=[CH:33][C:28]=2[N:27]=[CH:26]1, predict the reaction product. The product is: [NH:25]1[C:29]2[CH:30]=[CH:31][C:32]([CH2:34][NH:1][C:4]3[C:5]4[CH:6]=[CH:7][C:8]([NH:21][C:20]5[CH:22]=[CH:23][CH:24]=[C:18]([CH:15]6[CH2:17][CH2:16]6)[CH:19]=5)=[N:9][C:10]=4[CH:11]=[CH:12][CH:13]=3)=[CH:33][C:28]=2[N:27]=[CH:26]1.